The task is: Predict the product of the given reaction.. This data is from Forward reaction prediction with 1.9M reactions from USPTO patents (1976-2016). Given the reactants Cl[C:2]1[N:7]=[CH:6][C:5]([CH2:8][CH2:9][CH2:10][CH2:11][CH3:12])=[CH:4][N:3]=1.[F:13][C:14]1([F:60])[CH2:19][CH2:18][CH:17]([C:20]2[C:29]3[CH:28]([O:30]CC4C=CC(OC)=CC=4)[CH2:27][C:26]([CH3:41])([CH3:40])[CH2:25][C:24]=3[N:23]=[C:22]([CH:42]3[CH2:47][CH2:46][NH:45][CH2:44][CH2:43]3)[C:21]=2[CH:48]([F:59])[C:49]2[CH:54]=[CH:53][C:52]([C:55]([F:58])([F:57])[F:56])=[CH:51][CH:50]=2)[CH2:16][CH2:15]1, predict the reaction product. The product is: [F:60][C:14]1([F:13])[CH2:19][CH2:18][CH:17]([C:20]2[C:29]3[CH:28]([OH:30])[CH2:27][C:26]([CH3:40])([CH3:41])[CH2:25][C:24]=3[N:23]=[C:22]([CH:42]3[CH2:47][CH2:46][N:45]([C:2]4[N:7]=[CH:6][C:5]([CH2:8][CH2:9][CH2:10][CH2:11][CH3:12])=[CH:4][N:3]=4)[CH2:44][CH2:43]3)[C:21]=2[CH:48]([F:59])[C:49]2[CH:54]=[CH:53][C:52]([C:55]([F:57])([F:58])[F:56])=[CH:51][CH:50]=2)[CH2:16][CH2:15]1.